Predict which catalyst facilitates the given reaction. From a dataset of Catalyst prediction with 721,799 reactions and 888 catalyst types from USPTO. (1) Reactant: [Cl:1][C:2]1[CH:10]=[CH:9][CH:8]=[C:7]2[C:3]=1[C:4]([C:11](=[O:20])[CH2:12][CH:13]1[CH2:19][CH2:18][CH2:17][CH2:16][CH2:15][CH2:14]1)=[CH:5][NH:6]2.C1(=O)O[CH2:24][CH2:23][O:22]1.C1CCN2C(=NCCC2)CC1. Product: [Cl:1][C:2]1[CH:10]=[CH:9][CH:8]=[C:7]2[C:3]=1[C:4]([C:11](=[O:20])[CH2:12][CH:13]1[CH2:14][CH2:15][CH2:16][CH2:17][CH2:18][CH2:19]1)=[CH:5][N:6]2[CH2:24][CH2:23][OH:22]. The catalyst class is: 6. (2) Reactant: O=[C:2]([C:9]1[CH:14]=[CH:13][CH:12]=[CH:11][CH:10]=1)[CH2:3][C:4]([O:6][CH2:7][CH3:8])=[O:5].[NH:15]1[CH:19]=[CH:18]N=C1.C(OC(OCC)CNC(=O)C)C.CCO.[OH-].[Na+]. Product: [C:9]1([C:2]2[NH:15][CH:19]=[CH:18][C:3]=2[C:4]([O:6][CH2:7][CH3:8])=[O:5])[CH:14]=[CH:13][CH:12]=[CH:11][CH:10]=1. The catalyst class is: 484. (3) Reactant: [CH3:1][C:2]1([CH3:20])[O:7][CH2:6][C:5]([C:8]([O:10][CH3:11])=[O:9])=[C:4](OS(C(F)(F)F)(=O)=O)[CH2:3]1.[Cl:21][C:22]1[CH:27]=[CH:26][C:25](B(O)O)=[CH:24][CH:23]=1.C([O-])([O-])=O.[Na+].[Na+].CCOCC. Product: [Cl:21][C:22]1[CH:27]=[CH:26][C:25]([C:4]2[CH2:3][C:2]([CH3:20])([CH3:1])[O:7][CH2:6][C:5]=2[C:8]([O:10][CH3:11])=[O:9])=[CH:24][CH:23]=1. The catalyst class is: 335. (4) Reactant: [C:1]1([CH3:19])[CH:6]=[CH:5][C:4]([S:7]([N:10]2[CH:14]=[CH:13][C:12]([C:15](OC)=[O:16])=[CH:11]2)(=[O:9])=[O:8])=[CH:3][CH:2]=1.[Li+].[BH4-].CCCCCC.C(OCC)(=O)C. Product: [C:1]1([CH3:19])[CH:2]=[CH:3][C:4]([S:7]([N:10]2[CH:14]=[CH:13][C:12]([CH2:15][OH:16])=[CH:11]2)(=[O:9])=[O:8])=[CH:5][CH:6]=1. The catalyst class is: 1. (5) Reactant: [NH2:1][C:2]1[CH:3]=[C:4]([CH:21]=[CH:22][CH:23]=1)[O:5][C:6]1[N:11]=[C:10]2[S:12][C:13]([NH:15][C:16]([CH:18]3[CH2:20][CH2:19]3)=[O:17])=[N:14][C:9]2=[CH:8][CH:7]=1.[CH3:24][N:25]1[C:29]([C:30](O)=[O:31])=[CH:28][N:27]=[CH:26]1.CN(C(ON1N=NC2C=CC=NC1=2)=[N+](C)C)C.F[P-](F)(F)(F)(F)F.C(N(CC)C(C)C)(C)C. Product: [CH:18]1([C:16]([NH:15][C:13]2[S:12][C:10]3[C:9]([N:14]=2)=[CH:8][CH:7]=[C:6]([O:5][C:4]2[CH:3]=[C:2]([NH:1][C:30]([C:29]4[N:25]([CH3:24])[CH:26]=[N:27][CH:28]=4)=[O:31])[CH:23]=[CH:22][CH:21]=2)[N:11]=3)=[O:17])[CH2:20][CH2:19]1. The catalyst class is: 9.